Dataset: Full USPTO retrosynthesis dataset with 1.9M reactions from patents (1976-2016). Task: Predict the reactants needed to synthesize the given product. (1) Given the product [CH2:1]([O:3][C:4]1[C:8]([CH2:9][CH2:10][CH2:11][O:23][C:24]2[CH:29]=[CH:28][C:27]([CH2:30][CH2:31][C:32]([OH:34])=[O:33])=[C:26]([O:36][CH3:37])[CH:25]=2)=[CH:7][N:6]([C:13]2[CH:18]=[CH:17][C:16]([C:19]([F:22])([F:21])[F:20])=[CH:15][N:14]=2)[N:5]=1)[CH3:2], predict the reactants needed to synthesize it. The reactants are: [CH2:1]([O:3][C:4]1[C:8]([CH:9](O)[CH2:10][CH3:11])=[CH:7][N:6]([C:13]2[CH:18]=[CH:17][C:16]([C:19]([F:22])([F:21])[F:20])=[CH:15][N:14]=2)[N:5]=1)[CH3:2].[OH:23][C:24]1[CH:29]=[CH:28][C:27]([CH2:30][CH2:31][C:32]([O:34]C)=[O:33])=[C:26]([O:36][CH3:37])[CH:25]=1.C(P(CCCC)CCCC)CCC.N(C(N1CCCCC1)=O)=NC(N1CCCCC1)=O. (2) Given the product [CH:23]1([CH2:26][NH:27][C:28]2[NH:20][C:9]3[CH:10]=[C:11]([C:13]4[C:14]([CH3:19])=[N:15][O:16][C:17]=4[CH3:18])[CH:12]=[C:7]([C:6]4[C:2]([CH3:1])=[N:3][NH:4][C:5]=4[CH3:22])[C:8]=3[N:21]=2)[CH2:25][CH2:24]1, predict the reactants needed to synthesize it. The reactants are: [CH3:1][C:2]1[C:6]([C:7]2[CH:12]=[C:11]([C:13]3[C:14]([CH3:19])=[N:15][O:16][C:17]=3[CH3:18])[CH:10]=[C:9]([NH2:20])[C:8]=2[NH2:21])=[C:5]([CH3:22])[NH:4][N:3]=1.[CH:23]1([CH2:26][N:27]=[C:28]=S)[CH2:25][CH2:24]1.C(N(CC)CC)C.Cl.C(N=C=NCCCN(C)C)C.